From a dataset of Reaction yield outcomes from USPTO patents with 853,638 reactions. Predict the reaction yield, written as a fraction of the theoretical maximum amount of product (1.0 means a 100% yield; for example, 0.34 means a 34% yield). The reactants are [O:1]1[CH:5]=[CH:4][CH:3]=[C:2]1[C:6]1[C:7]2[NH:15][N:14]=[N:13][C:8]=2[N:9]=[C:10]([NH2:12])[N:11]=1.[H-].[Na+].[F:18][C:19]1[CH:26]=[CH:25][CH:24]=[CH:23][C:20]=1[CH2:21]Br. The catalyst is CN(C=O)C. The product is [F:18][C:19]1[CH:26]=[CH:25][CH:24]=[CH:23][C:20]=1[CH2:21][N:12]([CH2:21][C:20]1[CH:23]=[CH:24][CH:25]=[CH:26][C:19]=1[F:18])[C:10]1[N:11]=[C:6]([C:2]2[O:1][CH:5]=[CH:4][CH:3]=2)[C:7]2[N:15]=[N:14][N:13]([CH2:21][C:20]3[CH:23]=[CH:24][CH:25]=[CH:26][C:19]=3[F:18])[C:8]=2[N:9]=1. The yield is 0.110.